This data is from Catalyst prediction with 721,799 reactions and 888 catalyst types from USPTO. The task is: Predict which catalyst facilitates the given reaction. (1) Reactant: [O:1]=[S:2]1(=[O:28])[C:7]2[CH:8]=[CH:9][CH:10]=[CH:11][C:6]=2[NH:5][C:4]([C:12]2[C:17](=[O:18])[N:16]([N:19]=[CH:20][CH:21]([CH3:23])C)[C:15]3[CH:24]=[CH:25][S:26][C:14]=3[C:13]=2[OH:27])=[N:3]1.CO.[BH4-].[Li+].Cl. Product: [O:28]=[S:2]1(=[O:1])[C:7]2[CH:8]=[CH:9][CH:10]=[CH:11][C:6]=2[NH:5][C:4]([C:12]2[C:17](=[O:18])[N:16]([NH:19][CH:20]3[CH2:21][CH2:23][CH2:13][CH:12]([CH3:17])[CH2:4]3)[C:15]3[CH:24]=[CH:25][S:26][C:14]=3[C:13]=2[OH:27])=[N:3]1. The catalyst class is: 30. (2) Reactant: [CH2:1]([NH2:4])[CH2:2][NH2:3].[CH3:5][CH:6]([CH3:15])[C:7](=O)[CH2:8][C:9](OCC)=[O:10]. Product: [CH:6]([C:7]1[NH:4][CH2:1][CH2:2][NH:3][C:9](=[O:10])[CH:8]=1)([CH3:15])[CH3:5]. The catalyst class is: 113. (3) Reactant: Cl[C:2]1[N:7]=[CH:6][C:5]([S:8]([N:11]2[CH2:20][CH2:19][C:18]3[C@:13]([C:31]([C:33]4[CH:38]=[CH:37][CH:36]=[CH:35][N:34]=4)=[O:32])([CH2:14][C:15]4[CH:23]=[N:22][N:21]([C:24]5[CH:29]=[CH:28][C:27]([F:30])=[CH:26][CH:25]=5)[C:16]=4[CH:17]=3)[CH2:12]2)(=[O:10])=[O:9])=[CH:4][CH:3]=1.[NH:39]1[CH2:44][CH2:43][O:42][CH2:41][CH2:40]1. Product: [F:30][C:27]1[CH:26]=[CH:25][C:24]([N:21]2[C:16]3[CH:17]=[C:18]4[C@:13]([C:31]([C:33]5[CH:38]=[CH:37][CH:36]=[CH:35][N:34]=5)=[O:32])([CH2:14][C:15]=3[CH:23]=[N:22]2)[CH2:12][N:11]([S:8]([C:5]2[CH:6]=[N:7][C:2]([N:39]3[CH2:44][CH2:43][O:42][CH2:41][CH2:40]3)=[CH:3][CH:4]=2)(=[O:9])=[O:10])[CH2:20][CH2:19]4)=[CH:29][CH:28]=1. The catalyst class is: 10. (4) Reactant: O[N:2]=[C:3]([C:9](=[O:11])[CH3:10])[C:4]([O:6][CH2:7][CH3:8])=[O:5].[C:12](O[C:20]([O:22][C:23]([CH3:26])([CH3:25])[CH3:24])=[O:21])([O:14][C:15]([CH3:18])([CH3:17])[CH3:16])=[O:13].[H][H].[CH2:29](O)[CH3:30]. Product: [CH2:7]([O:6][C:4](=[O:5])[CH:3]([NH:2][C:12]([O:14][C:15]([CH3:18])([CH3:17])[CH3:16])=[O:13])[C:9](=[O:11])[CH3:10])[CH3:8].[CH2:7]([O:6][C:4](=[O:5])[C:3]([CH2:29][CH3:30])([NH:2][C:20]([O:22][C:23]([CH3:24])([CH3:25])[CH3:26])=[O:21])[C:9](=[O:11])[CH3:10])[CH3:8]. The catalyst class is: 45.